From a dataset of Catalyst prediction with 721,799 reactions and 888 catalyst types from USPTO. Predict which catalyst facilitates the given reaction. Reactant: N[C:2]1[CH:3]=[CH:4][C:5]2[C:11](=[O:12])[NH:10][CH2:9][CH2:8][CH2:7][C:6]=2[CH:13]=1.[I:14]C(I)I.N(OC(C)(C)C)=O. Product: [I:14][C:2]1[CH:3]=[CH:4][C:5]2[C:11](=[O:12])[NH:10][CH2:9][CH2:8][CH2:7][C:6]=2[CH:13]=1. The catalyst class is: 1.